From a dataset of Forward reaction prediction with 1.9M reactions from USPTO patents (1976-2016). Predict the product of the given reaction. (1) Given the reactants Cl.[CH2:2]([O:4][C:5](=[O:13])[CH2:6][CH:7]1[CH2:12][CH2:11][NH:10][CH2:9][CH2:8]1)[CH3:3].C(=O)([O-])O.[Na+].[C:19](O[C:19]([O:21][C:22]([CH3:25])([CH3:24])[CH3:23])=[O:20])([O:21][C:22]([CH3:25])([CH3:24])[CH3:23])=[O:20].C(=O)([O-])[O-].[K+].[K+], predict the reaction product. The product is: [CH2:2]([O:4][C:5](=[O:13])[CH2:6][CH:7]1[CH2:12][CH2:11][N:10]([C:19]([O:21][C:22]([CH3:25])([CH3:24])[CH3:23])=[O:20])[CH2:9][CH2:8]1)[CH3:3]. (2) Given the reactants Cl.[NH2:2][CH2:3][CH:4]([CH:6]1[CH2:10][CH2:9][O:8][CH2:7]1)[OH:5].[H-].[Na+].[O:13]1[C:17]2[CH:18]=[CH:19][CH:20]=[CH:21][C:16]=2[CH:15]=[C:14]1[C:22]1[N:26]2[N:27]=[C:28](Cl)[CH:29]=[CH:30][C:25]2=[N:24][CH:23]=1, predict the reaction product. The product is: [O:13]1[C:17]2[CH:18]=[CH:19][CH:20]=[CH:21][C:16]=2[CH:15]=[C:14]1[C:22]1[N:26]2[N:27]=[C:28]([O:5][CH:4]([CH:6]3[CH2:10][CH2:9][O:8][CH2:7]3)[CH2:3][NH2:2])[CH:29]=[CH:30][C:25]2=[N:24][CH:23]=1.